Dataset: TCR-epitope binding with 47,182 pairs between 192 epitopes and 23,139 TCRs. Task: Binary Classification. Given a T-cell receptor sequence (or CDR3 region) and an epitope sequence, predict whether binding occurs between them. (1) Result: 1 (the TCR binds to the epitope). The epitope is RAKFKQLL. The TCR CDR3 sequence is CASSLGMRGGWDEQFF. (2) The epitope is IPRRNVATL. The TCR CDR3 sequence is CASSLLTSGIYEQYF. Result: 0 (the TCR does not bind to the epitope).